This data is from Merck oncology drug combination screen with 23,052 pairs across 39 cell lines. The task is: Regression. Given two drug SMILES strings and cell line genomic features, predict the synergy score measuring deviation from expected non-interaction effect. (1) Drug 1: O=C(O)C1(Cc2cccc(Nc3nccs3)n2)CCC(Oc2cccc(Cl)c2F)CC1. Drug 2: CNC(=O)c1cc(Oc2ccc(NC(=O)Nc3ccc(Cl)c(C(F)(F)F)c3)cc2)ccn1. Cell line: EFM192B. Synergy scores: synergy=-7.08. (2) Drug 1: COC12C(COC(N)=O)C3=C(C(=O)C(C)=C(N)C3=O)N1CC1NC12. Cell line: SKMES1. Synergy scores: synergy=-28.3. Drug 2: CC(C)CC(NC(=O)C(Cc1ccccc1)NC(=O)c1cnccn1)B(O)O. (3) Drug 1: CCN(CC)CCNC(=O)c1c(C)[nH]c(C=C2C(=O)Nc3ccc(F)cc32)c1C. Drug 2: CCC1(O)C(=O)OCc2c1cc1n(c2=O)Cc2cc3c(CN(C)C)c(O)ccc3nc2-1. Cell line: ZR751. Synergy scores: synergy=-0.271.